From a dataset of Reaction yield outcomes from USPTO patents with 853,638 reactions. Predict the reaction yield, written as a fraction of the theoretical maximum amount of product (1.0 means a 100% yield; for example, 0.34 means a 34% yield). The catalyst is CS(C)=O. The reactants are [C:1]1([S:7]([O-:9])=[O:8])[CH:6]=[CH:5][CH:4]=[CH:3][CH:2]=1.[Na+].F[C:12]1[CH:19]=[CH:18][C:15]([CH:16]=[O:17])=[CH:14][CH:13]=1.O. The yield is 0.800. The product is [C:1]1([S:7]([C:12]2[CH:19]=[CH:18][C:15]([CH:16]=[O:17])=[CH:14][CH:13]=2)(=[O:9])=[O:8])[CH:6]=[CH:5][CH:4]=[CH:3][CH:2]=1.